Dataset: TCR-epitope binding with 47,182 pairs between 192 epitopes and 23,139 TCRs. Task: Binary Classification. Given a T-cell receptor sequence (or CDR3 region) and an epitope sequence, predict whether binding occurs between them. (1) The epitope is DATYQRTRALVR. The TCR CDR3 sequence is CASSQVQGVKNTEAFF. Result: 0 (the TCR does not bind to the epitope). (2) The epitope is LLDFVRFMGV. The TCR CDR3 sequence is CASSQVSGWAQYF. Result: 0 (the TCR does not bind to the epitope). (3) The TCR CDR3 sequence is CASSVTSSRGGTDTQYF. The epitope is AIMTRCLAV. Result: 0 (the TCR does not bind to the epitope). (4) The epitope is ALLADKFPV. The TCR CDR3 sequence is CASSQLGRAPDEQYF. Result: 0 (the TCR does not bind to the epitope). (5) The epitope is KLSALGINAV. The TCR CDR3 sequence is CASSSSGSVYEQYF. Result: 0 (the TCR does not bind to the epitope). (6) The epitope is KLVALGINAV. The TCR CDR3 sequence is CASGLDNNEQFF. Result: 0 (the TCR does not bind to the epitope). (7) The epitope is YYRRATRRIR. The TCR CDR3 sequence is CASSLGFAFSGANVLTF. Result: 1 (the TCR binds to the epitope). (8) The epitope is SEPVLKGVKL. The TCR CDR3 sequence is CASSLERSGGVTDTQYF. Result: 0 (the TCR does not bind to the epitope). (9) The epitope is NYSGVVTTVMF. The TCR CDR3 sequence is CASTGGGYGYTF. Result: 0 (the TCR does not bind to the epitope). (10) The epitope is RPHERNGFTVL. The TCR CDR3 sequence is CASSLGLAGGEETQYF. Result: 0 (the TCR does not bind to the epitope).